From a dataset of Reaction yield outcomes from USPTO patents with 853,638 reactions. Predict the reaction yield, written as a fraction of the theoretical maximum amount of product (1.0 means a 100% yield; for example, 0.34 means a 34% yield). (1) The product is [C:1]([O:5][C:6]([N:8]1[CH2:13][CH2:12][N:11]([CH2:15][CH2:16][CH2:17][OH:18])[CH2:10][CH2:9]1)=[O:7])([CH3:4])([CH3:2])[CH3:3]. The reactants are [C:1]([O:5][C:6]([N:8]1[CH2:13][CH2:12][NH:11][CH2:10][CH2:9]1)=[O:7])([CH3:4])([CH3:3])[CH3:2].Br[CH2:15][CH2:16][CH2:17][OH:18].C(=O)([O-])[O-].[K+].[K+]. The catalyst is C(#N)C. The yield is 0.910. (2) The reactants are [CH3:1][C:2]1([CH3:16])[C:6]2[CH:7]=[C:8]([CH:11]([OH:15])[CH:12]([CH3:14])[CH3:13])[CH:9]=[CH:10][C:5]=2[O:4][CH2:3]1.[Cr](Cl)([O-])(=O)=O.[NH+]1C=CC=CC=1. The catalyst is ClCCl. The product is [CH3:16][C:2]1([CH3:1])[C:6]2[CH:7]=[C:8]([C:11](=[O:15])[CH:12]([CH3:13])[CH3:14])[CH:9]=[CH:10][C:5]=2[O:4][CH2:3]1. The yield is 0.470.